Predict which catalyst facilitates the given reaction. From a dataset of Catalyst prediction with 721,799 reactions and 888 catalyst types from USPTO. (1) Reactant: [CH3:1][O:2][C:3](=[O:11])[C@H:4]([CH2:6][C:7]([O:9][CH3:10])=[O:8])[NH2:5].C(N(CC)CC)C.[C:19](Cl)(=[O:26])[C:20]1[CH:25]=[CH:24][CH:23]=[CH:22][CH:21]=1. Product: [C:19]([NH:5][C@@H:4]([CH2:6][C:7]([O:9][CH3:10])=[O:8])[C:3]([O:2][CH3:1])=[O:11])(=[O:26])[C:20]1[CH:25]=[CH:24][CH:23]=[CH:22][CH:21]=1. The catalyst class is: 4. (2) Product: [CH2:1]([O:3][C:4]([C:6]1[N:10]([CH2:19][CH2:20][CH2:21][C:22]2[CH:27]=[CH:26][CH:25]=[CH:24][CH:23]=2)[C:9]2[CH:11]=[C:12]([Br:14])[S:13][C:8]=2[C:7]=1[I:15])=[O:5])[CH3:2]. Reactant: [CH2:1]([O:3][C:4]([C:6]1[NH:10][C:9]2[CH:11]=[C:12]([Br:14])[S:13][C:8]=2[C:7]=1[I:15])=[O:5])[CH3:2].[H-].[Na+].Br[CH2:19][CH2:20][CH2:21][C:22]1[CH:27]=[CH:26][CH:25]=[CH:24][CH:23]=1.O. The catalyst class is: 3.